Dataset: Catalyst prediction with 721,799 reactions and 888 catalyst types from USPTO. Task: Predict which catalyst facilitates the given reaction. (1) Reactant: [CH2:1]([N:8]1[C:16](Br)=[N:15][C:14]2[C:9]1=[N:10][C:11]([NH:19][CH2:20][C:21]([O:23][CH3:24])=[O:22])=[N:12][C:13]=2[NH2:18])[C:2]1[CH:7]=[CH:6][CH:5]=[CH:4][CH:3]=1.[OH-:25].[Na+]. Product: [CH2:1]([N:8]1[C:16]([OH:25])=[N:15][C:14]2[C:9]1=[N:10][C:11]([NH:19][CH2:20][C:21]([O:23][CH3:24])=[O:22])=[N:12][C:13]=2[NH2:18])[C:2]1[CH:7]=[CH:6][CH:5]=[CH:4][CH:3]=1. The catalyst class is: 33. (2) Reactant: [NH2:1][C:2]([CH3:13])([CH3:12])[CH2:3][CH2:4][C:5]([O:7][C:8]([CH3:11])([CH3:10])[CH3:9])=[O:6].[Cl:14][CH2:15][CH:16]=O.C(O)(=O)C.C([BH3-])#N.[Na+]. Product: [Cl:14][CH2:15][CH2:16][NH:1][C:2]([CH3:13])([CH3:12])[CH2:3][CH2:4][C:5]([O:7][C:8]([CH3:11])([CH3:10])[CH3:9])=[O:6]. The catalyst class is: 5. (3) Reactant: C[O:2][C:3](=[O:34])[CH2:4][C@H:5]1[C:9]2[CH:10]=[CH:11][C:12]([O:14][C@H:15]3[C:23]4[C:18](=[C:19]([CH2:25][C:26]5[CH:31]=[CH:30][C:29]([O:32][CH3:33])=[CH:28][CH:27]=5)[CH:20]=[CH:21][C:22]=4[F:24])[CH2:17][CH2:16]3)=[CH:13][C:8]=2[O:7][CH2:6]1.[OH-].[Na+].Cl.CC#N.O. Product: [F:24][C:22]1[CH:21]=[CH:20][C:19]([CH2:25][C:26]2[CH:27]=[CH:28][C:29]([O:32][CH3:33])=[CH:30][CH:31]=2)=[C:18]2[C:23]=1[C@H:15]([O:14][C:12]1[CH:11]=[CH:10][C:9]3[C@H:5]([CH2:4][C:3]([OH:34])=[O:2])[CH2:6][O:7][C:8]=3[CH:13]=1)[CH2:16][CH2:17]2. The catalyst class is: 7. (4) Reactant: [CH3:1][C:2]([CH2:8][CH2:9][CH2:10][CH2:11][CH2:12][CH2:13][CH2:14][CH2:15][CH3:16])=[CH:3][C:4](OC)=[O:5].[H-].[H-].[H-].[H-].[Li+].[Al+3].O.S(=O)(=O)(O)O. Product: [CH3:1]/[C:2](/[CH2:8][CH2:9][CH2:10][CH2:11][CH2:12][CH2:13][CH2:14][CH2:15][CH3:16])=[CH:3]\[CH2:4][OH:5]. The catalyst class is: 1. (5) Reactant: [N:1]1([C:5]([C:7]2[CH:15]=[C:14]3[C:10]([C:11]([C:29]4[CH:38]=[CH:37][C:32]([C:33]([O:35]C)=[O:34])=[CH:31][C:30]=4[F:39])=[CH:12][N:13]3[C:16](=[O:28])[C:17]3[C:22]([C:23]([F:26])([F:25])[F:24])=[CH:21][CH:20]=[CH:19][C:18]=3[Cl:27])=[CH:9][CH:8]=2)=[O:6])[CH2:4][CH2:3][CH2:2]1.O[Li].O. Product: [N:1]1([C:5]([C:7]2[CH:15]=[C:14]3[C:10]([C:11]([C:29]4[CH:38]=[CH:37][C:32]([C:33]([OH:35])=[O:34])=[CH:31][C:30]=4[F:39])=[CH:12][N:13]3[C:16](=[O:28])[C:17]3[C:22]([C:23]([F:25])([F:24])[F:26])=[CH:21][CH:20]=[CH:19][C:18]=3[Cl:27])=[CH:9][CH:8]=2)=[O:6])[CH2:4][CH2:3][CH2:2]1. The catalyst class is: 20. (6) Reactant: [CH3:1][S:2]([CH2:5][C:6]([O:8][CH3:9])=[O:7])(=[O:4])=[O:3].[H-].[Na+].Cl[C:13]1[CH:18]=[C:17](Cl)[N:16]=[C:15]([S:20][CH3:21])[N:14]=1.[NH:22]1[CH2:27][CH2:26][O:25][CH2:24][CH2:23]1. Product: [CH3:1][S:2]([CH:5]([C:13]1[CH:18]=[C:17]([N:22]2[CH2:27][CH2:26][O:25][CH2:24][CH2:23]2)[N:16]=[C:15]([S:20][CH3:21])[N:14]=1)[C:6]([O:8][CH3:9])=[O:7])(=[O:4])=[O:3]. The catalyst class is: 3. (7) Reactant: Br[C:2]1[CH:3]=[C:4]([CH:8]=[CH:9][C:10]=1[CH:11]=[C:12]1[CH2:17][CH2:16][CH2:15][CH2:14][CH2:13]1)[C:5]([OH:7])=[O:6].[C:18]([C:22]1[CH:23]=[C:24](B2OC(C)(C)C(C)(C)O2)[CH:25]=[C:26]([C:28]([CH3:31])([CH3:30])[CH3:29])[CH:27]=1)([CH3:21])([CH3:20])[CH3:19].C([O-])([O-])=O.[Na+].[Na+]. Product: [C:18]([C:22]1[CH:23]=[C:24]([C:2]2[C:10]([CH:11]=[C:12]3[CH2:17][CH2:16][CH2:15][CH2:14][CH2:13]3)=[CH:9][CH:8]=[C:4]([C:5]([OH:7])=[O:6])[CH:3]=2)[CH:25]=[C:26]([C:28]([CH3:31])([CH3:30])[CH3:29])[CH:27]=1)([CH3:21])([CH3:20])[CH3:19]. The catalyst class is: 70.